From a dataset of Reaction yield outcomes from USPTO patents with 853,638 reactions. Predict the reaction yield, written as a fraction of the theoretical maximum amount of product (1.0 means a 100% yield; for example, 0.34 means a 34% yield). The reactants are C1(P(C2C=CC=CC=2)C2C=CC=CC=2)C=CC=CC=1.[OH:20][C@@H:21]([CH3:30])[C:22]([N:24]1[CH2:29][CH2:28][O:27][CH2:26][CH2:25]1)=[O:23].C(OC[N:39]1[C:48](=[O:49])[C:47]2[C:42](=[CH:43][CH:44]=[CH:45][C:46]=2O)[N:41]=[CH:40]1)(=O)C(C)(C)C. The catalyst is C(Cl)Cl. The product is [CH3:30][C@@H:21]([O:20][C:46]1[CH:45]=[CH:44][CH:43]=[C:42]2[C:47]=1[C:48](=[O:49])[NH:39][CH:40]=[N:41]2)[C:22]([N:24]1[CH2:25][CH2:26][O:27][CH2:28][CH2:29]1)=[O:23]. The yield is 0.750.